This data is from Full USPTO retrosynthesis dataset with 1.9M reactions from patents (1976-2016). The task is: Predict the reactants needed to synthesize the given product. (1) The reactants are: [C:1](C1C=CC(OCC2C=CC(C(C3C=CC=C(C4NN=NN=4)C=3)NC(=O)C)=CC=2)=C(CCC)C=1O)(=[O:3])[CH3:2].[C:38]([C:41]1[CH:65]=[CH:64][C:44]([O:45][CH2:46][C:47]2[CH:52]=[CH:51][C:50]([CH:53]([NH2:63])[C:54]3[CH:55]=[C:56]([CH:60]=[CH:61][CH:62]=3)[C:57]([OH:59])=[O:58])=[CH:49][CH:48]=2)=[C:43]([CH2:66][CH2:67][CH3:68])[C:42]=1[OH:69])(=[O:40])[CH3:39]. Given the product [C:1]([NH:63][CH:53]([C:50]1[CH:49]=[CH:48][C:47]([CH2:46][O:45][C:44]2[CH:64]=[CH:65][C:41]([C:38](=[O:40])[CH3:39])=[C:42]([OH:69])[C:43]=2[CH2:66][CH2:67][CH3:68])=[CH:52][CH:51]=1)[C:54]1[CH:55]=[C:56]([CH:60]=[CH:61][CH:62]=1)[C:57]([OH:59])=[O:58])(=[O:3])[CH3:2], predict the reactants needed to synthesize it. (2) The reactants are: [NH:1]([C:3]([S:5][CH3:6])=[NH:4])[NH2:2].[CH3:7][O:8][CH2:9][C:10]1[CH:15]=[CH:14][C:13]([C:16]([CH:18]=O)=O)=[CH:12][CH:11]=1. Given the product [CH3:7][O:8][CH2:9][C:10]1[CH:15]=[CH:14][C:13]([C:16]2[N:4]=[C:3]([S:5][CH3:6])[N:1]=[N:2][CH:18]=2)=[CH:12][CH:11]=1, predict the reactants needed to synthesize it. (3) Given the product [Br:21][C:18]1[CH:19]=[CH:20][C:15]([NH:14][C:13]2[C:5]([CH2:3][OH:2])=[CH:6][C:7]3[NH:11][CH:10]=[N:9][C:8]=3[C:12]=2[F:23])=[C:16]([Cl:22])[CH:17]=1, predict the reactants needed to synthesize it. The reactants are: C[O:2][C:3]([C:5]1[C:13]([NH:14][C:15]2[CH:20]=[CH:19][C:18]([Br:21])=[CH:17][C:16]=2[Cl:22])=[C:12]([F:23])[C:8]2[N:9]=[CH:10][NH:11][C:7]=2[CH:6]=1)=O.[H-].[Al+3].[Li+].[H-].[H-].[H-].